Dataset: Forward reaction prediction with 1.9M reactions from USPTO patents (1976-2016). Task: Predict the product of the given reaction. (1) Given the reactants C(O)(C(F)(F)F)=O.[Cl:8][C:9]1[CH:14]=[CH:13][CH:12]=[C:11]([Cl:15])[C:10]=1[N:16]1[CH:45]=[C:44]([CH3:46])[C:19]2[N:20]=[C:21]([NH:24][C:25]3[CH:30]=[CH:29][C:28]([N:31]4[CH2:36][CH2:35][N:34](C(OC(C)(C)C)=O)[CH2:33][CH2:32]4)=[CH:27][CH:26]=3)[N:22]=[CH:23][C:18]=2[C:17]1=[O:47], predict the reaction product. The product is: [Cl:8][C:9]1[CH:14]=[CH:13][CH:12]=[C:11]([Cl:15])[C:10]=1[N:16]1[CH:45]=[C:44]([CH3:46])[C:19]2[N:20]=[C:21]([NH:24][C:25]3[CH:26]=[CH:27][C:28]([N:31]4[CH2:32][CH2:33][NH:34][CH2:35][CH2:36]4)=[CH:29][CH:30]=3)[N:22]=[CH:23][C:18]=2[C:17]1=[O:47]. (2) Given the reactants Cl[S:2]([OH:5])(=O)=[O:3].[NH:6]([C:13]1[N:18]=[C:17]([C:19]2[N:23]([CH3:24])[C:22]([CH:25]([CH3:27])[CH3:26])=[N:21][CH:20]=2)[CH:16]=[CH:15][N:14]=1)[C:7]1[CH:12]=[CH:11][CH:10]=[CH:9][CH:8]=1.[CH:28]1([NH2:32])[CH2:31][CH2:30][CH2:29]1.C(N(CC)C)C, predict the reaction product. The product is: [CH3:24][N:23]1[C:19]([C:17]2[CH:16]=[CH:15][N:14]=[C:13]([NH:6][C:7]3[CH:12]=[CH:11][C:10]([S:2](=[O:5])(=[O:3])[NH:32][CH:28]4[CH2:31][CH2:30][CH2:29]4)=[CH:9][CH:8]=3)[N:18]=2)=[CH:20][N:21]=[C:22]1[CH:25]([CH3:27])[CH3:26]. (3) Given the reactants [C:1]([C:3]1[CH:4]=[C:5]2[N:11]=[C:10]([C:12]([C:14]3[C:22]([O:23][CH3:24])=[CH:21][C:20]([CH3:25])=[C:19]4[C:15]=3[CH:16]=[CH:17][N:18]4C(OC(C)(C)C)=O)=[O:13])[N:9]([CH2:33][O:34][CH2:35][CH2:36][Si:37]([CH3:40])([CH3:39])[CH3:38])[C:6]2=[N:7][CH:8]=1)#[N:2].C([O-])([O-])=O.[K+].[K+], predict the reaction product. The product is: [CH3:24][O:23][C:22]1[CH:21]=[C:20]([CH3:25])[C:19]2[NH:18][CH:17]=[CH:16][C:15]=2[C:14]=1[C:12]([C:10]1[N:9]([CH2:33][O:34][CH2:35][CH2:36][Si:37]([CH3:39])([CH3:38])[CH3:40])[C:6]2=[N:7][CH:8]=[C:3]([C:1]#[N:2])[CH:4]=[C:5]2[N:11]=1)=[O:13]. (4) Given the reactants [Br:1][C:2]1[CH:3]=[C:4]([F:9])[C:5](F)=[N:6][CH:7]=1.[CH:10]1([C:13]#[N:14])[CH2:12][CH2:11]1.C[Si]([N-][Si](C)(C)C)(C)C.[K+].[NH4+].[Cl-], predict the reaction product. The product is: [Br:1][C:2]1[CH:3]=[C:4]([F:9])[C:5]([C:10]2([C:13]#[N:14])[CH2:12][CH2:11]2)=[N:6][CH:7]=1. (5) The product is: [NH2:21][C:5]1[CH:4]=[N:3][N:2]([CH3:1])[C:6]=1[N:7]1[CH2:12][CH2:11][CH2:10][C@H:9]([NH:13][C:14](=[O:20])[O:15][C:16]([CH3:17])([CH3:18])[CH3:19])[CH2:8]1. Given the reactants [CH3:1][N:2]1[C:6]([N:7]2[CH2:12][CH2:11][CH2:10][C@H:9]([NH:13][C:14](=[O:20])[O:15][C:16]([CH3:19])([CH3:18])[CH3:17])[CH2:8]2)=[C:5]([N+:21]([O-])=O)[CH:4]=[N:3]1.[NH4+].[Cl-].CCO, predict the reaction product. (6) Given the reactants [C:1]([Mg]Cl)([CH3:4])([CH3:3])[CH3:2].[Cl:7][C:8]1[N:13]=[C:12]([S:14][CH3:15])[C:11]([F:16])=[CH:10][N:9]=1.C(N(CC)CC)C.II.Cl, predict the reaction product. The product is: [C:1]([C:10]1[C:11]([F:16])=[C:12]([S:14][CH3:15])[N:13]=[C:8]([Cl:7])[N:9]=1)([CH3:4])([CH3:3])[CH3:2].